This data is from Forward reaction prediction with 1.9M reactions from USPTO patents (1976-2016). The task is: Predict the product of the given reaction. Given the reactants [F:1][C:2]([F:17])([F:16])[C:3]1[CH:4]=[CH:5][C:6]([C:9]2[CH:14]=[CH:13][NH:12][C:11](=[O:15])[CH:10]=2)=[N:7][CH:8]=1.Br[C:19]1[CH:20]=[CH:21][C:22]2[C:23]3[CH2:32][N:31]([C:33]([O:35][C:36]([CH3:39])([CH3:38])[CH3:37])=[O:34])[CH2:30][CH2:29][C:24]=3[N:25]([CH3:28])[C:26]=2[CH:27]=1, predict the reaction product. The product is: [CH3:28][N:25]1[C:26]2[CH:27]=[C:19]([N:12]3[CH:13]=[CH:14][C:9]([C:6]4[CH:5]=[CH:4][C:3]([C:2]([F:1])([F:16])[F:17])=[CH:8][N:7]=4)=[CH:10][C:11]3=[O:15])[CH:20]=[CH:21][C:22]=2[C:23]2[CH2:32][N:31]([C:33]([O:35][C:36]([CH3:39])([CH3:38])[CH3:37])=[O:34])[CH2:30][CH2:29][C:24]1=2.